From a dataset of Full USPTO retrosynthesis dataset with 1.9M reactions from patents (1976-2016). Predict the reactants needed to synthesize the given product. (1) Given the product [Cl:24][C:25]1[CH:26]=[N+:27]([O-:13])[CH:28]=[CH:29][C:30]=1[CH2:31][N:32]1[C:40]2[C:35](=[C:36]([C@@H:41]([OH:43])[CH3:42])[CH:37]=[CH:38][CH:39]=2)[C:34]([F:45])([F:44])[C:33]1=[O:46], predict the reactants needed to synthesize it. The reactants are: FC1(F)C2C(=CC=CC=2[C@@H]([OH:13])C)N(CC2C=CN=CC=2F)C1=O.[Cl:24][C:25]1[CH:26]=[N:27][CH:28]=[CH:29][C:30]=1[CH2:31][N:32]1[C:40]2[C:35](=[C:36]([C@@H:41]([OH:43])[CH3:42])[CH:37]=[CH:38][CH:39]=2)[C:34]([F:45])([F:44])[C:33]1=[O:46]. (2) Given the product [Cl:1][C:2]1[CH:19]=[C:18]([Cl:20])[CH:17]=[CH:16][C:3]=1[O:4][C:5]1[C:6](/[CH:7]=[CH:29]/[C:30]([O:32][CH2:33][CH3:34])=[O:31])=[CH:9][CH:10]=[C:11]([O:13][CH2:14][CH3:15])[N:12]=1, predict the reactants needed to synthesize it. The reactants are: [Cl:1][C:2]1[CH:19]=[C:18]([Cl:20])[CH:17]=[CH:16][C:3]=1[O:4][C:5]1[N:12]=[C:11]([O:13][CH2:14][CH3:15])[CH:10]=[CH:9][C:6]=1[CH:7]=O.C(OP([CH2:29][C:30]([O:32][CH2:33][CH3:34])=[O:31])(OCC)=O)C.[H-].[Na+].O. (3) The reactants are: [Cl:1][C:2]1[N:3]=[CH:4][C:5]([C:8]([OH:10])=O)=[N:6][CH:7]=1.CN(C=O)C.S(Cl)(Cl)=O.Cl.[NH:21]1[CH2:24][CH2:23][CH2:22]1.C(N(CC)CC)C.Cl. Given the product [N:21]1([C:8]([C:5]2[CH:4]=[N:3][C:2]([Cl:1])=[CH:7][N:6]=2)=[O:10])[CH2:24][CH2:23][CH2:22]1, predict the reactants needed to synthesize it. (4) The reactants are: [NH2:1][C:2]1[CH:23]=[CH:22][C:5]([O:6][C:7]2[CH:8]=[CH:9][C:10]3[N:11]([CH:13]=[C:14]([NH:16][C:17]([CH:19]4[CH2:21][CH2:20]4)=[O:18])[N:15]=3)[CH:12]=2)=[CH:4][CH:3]=1.[F:24][C:25]1[CH:30]=[CH:29][C:28]([N:31]2[CH:36]=[CH:35][CH:34]=[C:33]([C:37](O)=[O:38])[C:32]2=[O:40])=[CH:27][CH:26]=1.CN(C(ON1N=NC2C=CC=NC1=2)=[N+](C)C)C.F[P-](F)(F)(F)(F)F.C(N(CC)C(C)C)(C)C. Given the product [CH:19]1([C:17]([NH:16][C:14]2[N:15]=[C:10]3[CH:9]=[CH:8][C:7]([O:6][C:5]4[CH:22]=[CH:23][C:2]([NH:1][C:37]([C:33]5[C:32](=[O:40])[N:31]([C:28]6[CH:27]=[CH:26][C:25]([F:24])=[CH:30][CH:29]=6)[CH:36]=[CH:35][CH:34]=5)=[O:38])=[CH:3][CH:4]=4)=[CH:12][N:11]3[CH:13]=2)=[O:18])[CH2:20][CH2:21]1, predict the reactants needed to synthesize it.